From a dataset of NCI-60 drug combinations with 297,098 pairs across 59 cell lines. Regression. Given two drug SMILES strings and cell line genomic features, predict the synergy score measuring deviation from expected non-interaction effect. Drug 1: CC12CCC3C(C1CCC2=O)CC(=C)C4=CC(=O)C=CC34C. Drug 2: COC1=CC(=CC(=C1O)OC)C2C3C(COC3=O)C(C4=CC5=C(C=C24)OCO5)OC6C(C(C7C(O6)COC(O7)C8=CC=CS8)O)O. Cell line: M14. Synergy scores: CSS=34.7, Synergy_ZIP=-13.4, Synergy_Bliss=-10.3, Synergy_Loewe=-9.05, Synergy_HSA=-8.01.